From a dataset of Full USPTO retrosynthesis dataset with 1.9M reactions from patents (1976-2016). Predict the reactants needed to synthesize the given product. (1) Given the product [CH2:10]=[O:11].[N:1]1[C:8]([NH2:9])=[N:7][C:5]([NH2:6])=[N:4][C:2]=1[NH2:3], predict the reactants needed to synthesize it. The reactants are: [N:1]1[C:8]([NH2:9])=[N:7][C:5]([NH2:6])=[N:4][C:2]=1[NH2:3].[CH2:10]=[O:11]. (2) Given the product [CH2:1]([C:8]1[C:17]2[C:12](=[CH:13][CH:14]=[CH:15][CH:16]=2)[C:11]([N:18]2[CH2:23][CH2:22][N:21]([C:24]3[CH:29]=[N:28][C:42]([C:41]([OH:45])([CH3:44])[CH2:43][OH:37])=[CH:26][N:25]=3)[CH2:20][CH2:19]2)=[N:10][N:9]=1)[C:2]1[CH:7]=[CH:6][CH:5]=[CH:4][CH:3]=1, predict the reactants needed to synthesize it. The reactants are: [CH2:1]([C:8]1[C:17]2[C:12](=[CH:13][CH:14]=[CH:15][CH:16]=2)[C:11]([N:18]2[CH2:23][CH2:22][N:21]([C:24]3[CH:29]=[N:28]C(C(C)=C)=[CH:26][N:25]=3)[CH2:20][CH2:19]2)=[N:10][N:9]=1)[C:2]1[CH:7]=[CH:6][CH:5]=[CH:4][CH:3]=1.C[N+]1([O-])CC[O:37]CC1.[C:41]([OH:45])([CH3:44])([CH3:43])[CH3:42].